The task is: Regression. Given a peptide amino acid sequence and an MHC pseudo amino acid sequence, predict their binding affinity value. This is MHC class I binding data.. This data is from Peptide-MHC class I binding affinity with 185,985 pairs from IEDB/IMGT. (1) The peptide sequence is KFFSYLTLA. The MHC is H-2-Kd with pseudo-sequence H-2-Kd. The binding affinity (normalized) is 0. (2) The peptide sequence is KGEGAVILK. The MHC is Mamu-B6601 with pseudo-sequence Mamu-B6601. The binding affinity (normalized) is 0.870.